From a dataset of NCI-60 drug combinations with 297,098 pairs across 59 cell lines. Regression. Given two drug SMILES strings and cell line genomic features, predict the synergy score measuring deviation from expected non-interaction effect. (1) Drug 1: C1=C(C(=O)NC(=O)N1)N(CCCl)CCCl. Drug 2: CCCS(=O)(=O)NC1=C(C(=C(C=C1)F)C(=O)C2=CNC3=C2C=C(C=N3)C4=CC=C(C=C4)Cl)F. Cell line: BT-549. Synergy scores: CSS=10.5, Synergy_ZIP=-9.58, Synergy_Bliss=-6.27, Synergy_Loewe=-14.5, Synergy_HSA=-8.24. (2) Drug 1: CC12CCC(CC1=CCC3C2CCC4(C3CC=C4C5=CN=CC=C5)C)O. Drug 2: CS(=O)(=O)C1=CC(=C(C=C1)C(=O)NC2=CC(=C(C=C2)Cl)C3=CC=CC=N3)Cl. Cell line: NCI-H522. Synergy scores: CSS=3.51, Synergy_ZIP=-2.18, Synergy_Bliss=-1.28, Synergy_Loewe=-2.70, Synergy_HSA=-2.12. (3) Drug 1: CCCCCOC(=O)NC1=NC(=O)N(C=C1F)C2C(C(C(O2)C)O)O. Drug 2: CCN(CC)CCCC(C)NC1=C2C=C(C=CC2=NC3=C1C=CC(=C3)Cl)OC. Cell line: U251. Synergy scores: CSS=12.9, Synergy_ZIP=-8.59, Synergy_Bliss=1.44, Synergy_Loewe=-15.7, Synergy_HSA=-1.53. (4) Drug 1: COC1=CC(=CC(=C1O)OC)C2C3C(COC3=O)C(C4=CC5=C(C=C24)OCO5)OC6C(C(C7C(O6)COC(O7)C8=CC=CS8)O)O. Drug 2: COC1=NC(=NC2=C1N=CN2C3C(C(C(O3)CO)O)O)N. Cell line: SF-295. Synergy scores: CSS=22.7, Synergy_ZIP=2.12, Synergy_Bliss=1.70, Synergy_Loewe=-40.0, Synergy_HSA=1.20. (5) Drug 1: CC1CCC2CC(C(=CC=CC=CC(CC(C(=O)C(C(C(=CC(C(=O)CC(OC(=O)C3CCCCN3C(=O)C(=O)C1(O2)O)C(C)CC4CCC(C(C4)OC)O)C)C)O)OC)C)C)C)OC. Drug 2: CCN(CC)CCNC(=O)C1=C(NC(=C1C)C=C2C3=C(C=CC(=C3)F)NC2=O)C. Cell line: UACC-257. Synergy scores: CSS=-1.30, Synergy_ZIP=-1.28, Synergy_Bliss=-4.20, Synergy_Loewe=-2.93, Synergy_HSA=-3.91.